From a dataset of Peptide-MHC class II binding affinity with 134,281 pairs from IEDB. Regression. Given a peptide amino acid sequence and an MHC pseudo amino acid sequence, predict their binding affinity value. This is MHC class II binding data. (1) The peptide sequence is LQGPFNFRFLTEKGM. The MHC is DRB5_0101 with pseudo-sequence DRB5_0101. The binding affinity (normalized) is 0.517. (2) The peptide sequence is VLVDEGRKVAIKGPL. The MHC is DRB3_0101 with pseudo-sequence DRB3_0101. The binding affinity (normalized) is 0.496. (3) The peptide sequence is TSGSPIVNRNGEVIG. The MHC is DRB1_0301 with pseudo-sequence DRB1_0301. The binding affinity (normalized) is 0.222. (4) The peptide sequence is YTVALFLAVALVAGP. The MHC is DRB1_1101 with pseudo-sequence DRB1_1101. The binding affinity (normalized) is 0.0592. (5) The binding affinity (normalized) is 0.261. The peptide sequence is LQIIDKIDAAFKVAA. The MHC is HLA-DPA10301-DPB10402 with pseudo-sequence HLA-DPA10301-DPB10402. (6) The peptide sequence is IGSYVAFLSQTFAFI. The MHC is DRB1_0405 with pseudo-sequence DRB1_0405. The binding affinity (normalized) is 0.321. (7) The peptide sequence is DLEKYVEDTKIDLWS. The MHC is DRB1_0701 with pseudo-sequence DRB1_0701. The binding affinity (normalized) is 0.387. (8) The peptide sequence is GAYDTYKCIPSLEAA. The MHC is DRB1_0404 with pseudo-sequence DRB1_0404. The binding affinity (normalized) is 0.478. (9) The peptide sequence is KCAEWEKAQHGA. The MHC is DRB1_0101 with pseudo-sequence DRB1_0101. The binding affinity (normalized) is 0.219.